From a dataset of Full USPTO retrosynthesis dataset with 1.9M reactions from patents (1976-2016). Predict the reactants needed to synthesize the given product. (1) Given the product [CH:11]([O:10][C:8]([N:5]1[CH2:4][CH2:3][CH:2]([O:1][C:19]2[C:20]([CH3:21])=[C:15]([Cl:14])[N:16]=[CH:17][N:18]=2)[CH2:7][CH2:6]1)=[O:9])([CH3:13])[CH3:12], predict the reactants needed to synthesize it. The reactants are: [OH:1][CH:2]1[CH2:7][CH2:6][N:5]([C:8]([O:10][CH:11]([CH3:13])[CH3:12])=[O:9])[CH2:4][CH2:3]1.[Cl:14][C:15]1[C:20]([CH3:21])=[C:19](Cl)[N:18]=[CH:17][N:16]=1. (2) Given the product [NH2:1][C:2]1[CH:9]=[C:8]([O:18][CH2:17][C@@H:13]2[CH2:14][CH2:15][CH2:16][N:12]2[CH3:11])[C:5]([C:6]#[N:7])=[CH:4][N:3]=1, predict the reactants needed to synthesize it. The reactants are: [NH2:1][C:2]1[CH:9]=[C:8](F)[C:5]([C:6]#[N:7])=[CH:4][N:3]=1.[CH3:11][N:12]1[CH2:16][CH2:15][CH2:14][C@H:13]1[CH2:17][OH:18].